Dataset: Peptide-MHC class I binding affinity with 185,985 pairs from IEDB/IMGT. Task: Regression. Given a peptide amino acid sequence and an MHC pseudo amino acid sequence, predict their binding affinity value. This is MHC class I binding data. (1) The peptide sequence is YEQYECLTD. The MHC is HLA-A26:01 with pseudo-sequence HLA-A26:01. The binding affinity (normalized) is 0.0847. (2) The peptide sequence is SGPSNTYPEI. The MHC is H-2-Db with pseudo-sequence H-2-Db. The binding affinity (normalized) is 0.693. (3) The peptide sequence is RIQENHGFI. The MHC is HLA-A23:01 with pseudo-sequence HLA-A23:01. The binding affinity (normalized) is 0.0847. (4) The peptide sequence is HSYPFSPL. The MHC is H-2-Db with pseudo-sequence H-2-Db. The binding affinity (normalized) is 0.0615. (5) The peptide sequence is YTAVVPLVG. The MHC is Mamu-A02 with pseudo-sequence Mamu-A02. The binding affinity (normalized) is 0.559. (6) The peptide sequence is MEFNSLLAI. The MHC is HLA-A29:02 with pseudo-sequence HLA-A29:02. The binding affinity (normalized) is 0.0847. (7) The peptide sequence is MVIENGILKK. The MHC is H-2-Db with pseudo-sequence H-2-Db. The binding affinity (normalized) is 0. (8) The peptide sequence is DFPIFNQRY. The MHC is HLA-B40:01 with pseudo-sequence HLA-B40:01. The binding affinity (normalized) is 0.0847. (9) The peptide sequence is AETESATLF. The MHC is HLA-A25:01 with pseudo-sequence HLA-A25:01. The binding affinity (normalized) is 0.0847.